From a dataset of Full USPTO retrosynthesis dataset with 1.9M reactions from patents (1976-2016). Predict the reactants needed to synthesize the given product. (1) Given the product [Cl:10][C:2]1[C:3](/[CH:4]=[CH:11]/[N+:13]([O-:25])=[O:14])=[CH:6][CH:7]=[CH:8][N:9]=1, predict the reactants needed to synthesize it. The reactants are: Cl[C:2]1[N:9]=[CH:8][CH:7]=[CH:6][C:3]=1[CH:4]=O.[ClH:10].[CH2:11]([NH2:13])C.[OH-:14].[Na+].C(N(CC)CC)C.C(OC(=O)C)(=[O:25])C.C([O-])(O)=O.[Na+]. (2) Given the product [F:18][C:17]1[C:12]2[N:13]([C:9]([C:4]3[CH:5]=[CH:6][C:7]([F:8])=[C:2]([C:27]4[CH:26]=[CH:25][C:24]([F:23])=[CH:29][C:28]=4[F:30])[CH:3]=3)=[CH:10][N:11]=2)[CH:14]=[CH:15][C:16]=1[C:19]([OH:22])([CH3:21])[CH3:20], predict the reactants needed to synthesize it. The reactants are: Cl[C:2]1[CH:3]=[C:4]([C:9]2[N:13]3[CH:14]=[CH:15][C:16]([C:19]([OH:22])([CH3:21])[CH3:20])=[C:17]([F:18])[C:12]3=[N:11][CH:10]=2)[CH:5]=[CH:6][C:7]=1[F:8].[F:23][C:24]1[CH:29]=[C:28]([F:30])[CH:27]=[CH:26][C:25]=1B(O)O. (3) Given the product [Br:1][C:2]1[CH:3]=[C:4]([CH:8]=[C:9]([Br:23])[C:10]=1[O:11][C:12]1[CH:17]=[CH:16][C:15]([OH:18])=[C:14]([CH:20]([CH3:22])[CH3:21])[CH:13]=1)[C:5]([C:29]1[CH:28]=[C:27]([CH2:26][CH2:25][NH2:24])[CH:32]=[CH:31][C:30]=1[S:33]([NH2:36])(=[O:35])=[O:34])=[O:7], predict the reactants needed to synthesize it. The reactants are: [Br:1][C:2]1[CH:3]=[C:4]([CH:8]=[C:9]([Br:23])[C:10]=1[O:11][C:12]1[CH:17]=[CH:16][C:15]([O:18]C)=[C:14]([CH:20]([CH3:22])[CH3:21])[CH:13]=1)[C:5]([OH:7])=O.[NH2:24][CH2:25][CH2:26][C:27]1[CH:32]=[CH:31][C:30]([S:33]([NH2:36])(=[O:35])=[O:34])=[CH:29][CH:28]=1. (4) Given the product [CH3:1][O:2][C:3]([C:4]1[CH:9]=[C:8]([O:10][CH3:11])[CH:7]=[C:6]2[O:12][CH:13]=[CH:14][C:5]=12)=[O:21], predict the reactants needed to synthesize it. The reactants are: [CH3:1][O:2][C:3](=[O:21])[C:4]1[CH:9]=[C:8]([O:10][CH3:11])[CH:7]=[C:6]([O:12][CH2:13][CH:14](OCC)OCC)[CH:5]=1.